From a dataset of Forward reaction prediction with 1.9M reactions from USPTO patents (1976-2016). Predict the product of the given reaction. (1) Given the reactants CC1(C)C(C)(C)OB([C:9]2[CH2:10][CH2:11][N:12]([C:15]([O:17][C:18]([CH3:21])([CH3:20])[CH3:19])=[O:16])[CH2:13][CH:14]=2)O1.Br[C:24]1[CH:25]=[N:26][CH:27]=[CH:28][CH:29]=1.C([O-])([O-])=O.[K+].[K+], predict the reaction product. The product is: [N:26]1[CH:27]=[CH:28][CH:29]=[C:24]([C:9]2[CH2:10][CH2:11][N:12]([C:15]([O:17][C:18]([CH3:19])([CH3:20])[CH3:21])=[O:16])[CH2:13][CH:14]=2)[CH:25]=1. (2) Given the reactants [C:1]([C:3]1[CH:4]=[N:5][C:6]([NH:21][CH2:22][C:23]2[CH:28]=[CH:27][C:26](B3OC(C)(C)C(C)(C)O3)=[CH:25][CH:24]=2)=[C:7]([CH:20]=1)[C:8]([NH:10][C@H:11]([C:13]1[CH:18]=[CH:17][C:16]([F:19])=[CH:15][CH:14]=1)[CH3:12])=[O:9])#[N:2].Br[C:39]1[CH:40]=[CH:41][C:42]([NH:45][CH2:46][CH2:47][OH:48])=[N:43][CH:44]=1.CN(C)C=O.ClCCl.C(=O)([O-])[O-].[Na+].[Na+].O, predict the reaction product. The product is: [C:1]([C:3]1[CH:4]=[N:5][C:6]([NH:21][CH2:22][C:23]2[CH:28]=[CH:27][C:26]([C:39]3[CH:44]=[N:43][C:42]([NH:45][CH2:46][CH2:47][OH:48])=[CH:41][CH:40]=3)=[CH:25][CH:24]=2)=[C:7]([CH:20]=1)[C:8]([NH:10][C@H:11]([C:13]1[CH:14]=[CH:15][C:16]([F:19])=[CH:17][CH:18]=1)[CH3:12])=[O:9])#[N:2].